Dataset: Forward reaction prediction with 1.9M reactions from USPTO patents (1976-2016). Task: Predict the product of the given reaction. (1) The product is: [C:18]1([C:6]([O:10][C:11]([CH3:12])([CH3:13])[CH3:14])=[O:5])[CH:22]=[CH:23][CH:24]=[C:16]([C:15]([O:26][CH3:27])=[O:25])[CH:17]=1. Given the reactants C([O:5][CH:6]([O:10][C:11]([CH3:14])([CH3:13])[CH3:12])N(C)C)(C)(C)C.[C:15]([O:26][CH3:27])(=[O:25])[C:16]1[CH:24]=[CH:23][CH:22]=[C:18](C([O-])=O)[CH:17]=1.C(OCC)(=O)C, predict the reaction product. (2) Given the reactants [CH3:1][O:2][C:3]1[CH:4]=[C:5]2[C:10](=[CH:11][CH:12]=1)[C:9](=[O:13])[CH2:8][CH2:7][CH2:6]2.[OH:14][C:15]1[CH:22]=[CH:21][CH:20]=[CH:19][C:16]=1[CH:17]=O.Cl, predict the reaction product. The product is: [OH:14][C:15]1[CH:22]=[CH:21][CH:20]=[CH:19][C:16]=1[CH:17]=[C:8]1[CH2:7][CH2:6][C:5]2[C:10](=[CH:11][CH:12]=[C:3]([O:2][CH3:1])[CH:4]=2)[C:9]1=[O:13]. (3) Given the reactants [CH3:1][O:2][C:3]1[CH:10]=[CH:9][C:8]([O:11][C:12]2[C:20]([CH3:21])=[CH:19][C:18]([N+:22]([O-:24])=[O:23])=[C:17]3[C:13]=2[CH2:14][CH2:15][CH2:16]3)=[CH:7][C:4]=1[CH:5]=O.[Br-].[CH3:26][O:27][C:28]1[CH:29]=[C:30]([CH:51]=[CH:52][CH:53]=1)[CH2:31][P+](C1C=CC=CC=1)(C1C=CC=CC=1)C1C=CC=CC=1, predict the reaction product. The product is: [CH3:1][O:2][C:3]1[CH:10]=[CH:9][C:8]([O:11][C:12]2[C:20]([CH3:21])=[CH:19][C:18]([N+:22]([O-:24])=[O:23])=[C:17]3[C:13]=2[CH2:14][CH2:15][CH2:16]3)=[CH:7][C:4]=1[CH:5]=[CH:31][C:30]1[CH:51]=[CH:52][CH:53]=[C:28]([O:27][CH3:26])[CH:29]=1. (4) Given the reactants [Br:1][C:2]1[CH:3]=[C:4]2[C@:15]3([CH2:20][CH2:19][O:18][C:17]([NH2:21])=[N:16]3)[C:14]3[C:9](=[CH:10][CH:11]=[C:12](I)[CH:13]=3)[O:8][C:5]2=[N:6][CH:7]=1.[N-:23]=[N+:24]=[N-:25].[Na+].CCO.N[C@@H]1CCCC[C@H]1N, predict the reaction product. The product is: [N:23]([C:12]1[CH:13]=[C:14]2[C@@:15]3([CH2:20][CH2:19][O:18][C:17]([NH2:21])=[N:16]3)[C:4]3[C:5](=[N:6][CH:7]=[C:2]([Br:1])[CH:3]=3)[O:8][C:9]2=[CH:10][CH:11]=1)=[N+:24]=[N-:25]. (5) Given the reactants [CH3:1][N:2]1[C:10]([CH:11]=O)=[N:9][C:8]2[C:3]1=[N:4][C:5]([N:19]1[C:23]3[CH:24]=[CH:25][CH:26]=[CH:27][C:22]=3[N:21]=[C:20]1[CH3:28])=[N:6][C:7]=2[N:13]1[CH2:18][CH2:17][O:16][CH2:15][CH2:14]1.[N:29]1([C:34]([CH:36]2[CH2:40][CH2:39][NH:38][CH2:37]2)=[O:35])[CH2:33][CH2:32][CH2:31][CH2:30]1.C(O[BH-](OC(=O)C)OC(=O)C)(=O)C.[Na+], predict the reaction product. The product is: [CH3:1][N:2]1[C:10]([CH2:11][N:38]2[CH2:39][CH2:40][CH:36]([C:34]([N:29]3[CH2:30][CH2:31][CH2:32][CH2:33]3)=[O:35])[CH2:37]2)=[N:9][C:8]2[C:3]1=[N:4][C:5]([N:19]1[C:23]3[CH:24]=[CH:25][CH:26]=[CH:27][C:22]=3[N:21]=[C:20]1[CH3:28])=[N:6][C:7]=2[N:13]1[CH2:14][CH2:15][O:16][CH2:17][CH2:18]1. (6) Given the reactants Br[C:2]1[C:3]([CH3:21])=[CH:4][C:5]([C:8]2[C:13]3[O:14][C:15]4[CH:20]=[CH:19][CH:18]=[CH:17][C:16]=4[C:12]=3[CH:11]=[CH:10][CH:9]=2)=[N:6][CH:7]=1.[CH2:22](B(O)O)[CH:23]([CH3:25])[CH3:24].O.P([O-])([O-])([O-])=O.[K+].[K+].[K+], predict the reaction product. The product is: [CH:11]1[C:12]2[C:16]3[CH:17]=[CH:18][CH:19]=[CH:20][C:15]=3[O:14][C:13]=2[C:8]([C:5]2[CH:4]=[C:3]([CH3:21])[C:2]([CH2:22][CH:23]([CH3:25])[CH3:24])=[CH:7][N:6]=2)=[CH:9][CH:10]=1. (7) Given the reactants C=CC1C=CC=CC=1.[CH3:9][C:10]([N:14]=[N:15][C:16]([C:19]#[N:20])([CH3:18])[CH3:17])([C:12]#[N:13])[CH3:11].[CH3:21][C:22]1([CH3:31])[N:27]([O:28])[C:26]([CH3:30])([CH3:29])[CH2:25][CH2:24][CH2:23]1, predict the reaction product. The product is: [CH3:18][C:16]([N:15]=[N:14][C:10]([C:12]#[N:13])([CH3:11])[CH3:9])([C:19]#[N:20])[CH3:17].[CH3:29][C:26]1([CH3:30])[N:27]([O:28])[C:22]([CH3:31])([CH3:21])[CH2:23][CH2:24][CH2:25]1.